Regression. Given a peptide amino acid sequence and an MHC pseudo amino acid sequence, predict their binding affinity value. This is MHC class II binding data. From a dataset of Peptide-MHC class II binding affinity with 134,281 pairs from IEDB. (1) The MHC is DRB1_0701 with pseudo-sequence DRB1_0701. The peptide sequence is FETVTEASFPGKWKIIYFYP. The binding affinity (normalized) is 0.467. (2) The peptide sequence is NAGFKAAVAAAAVVP. The MHC is HLA-DPA10103-DPB10301 with pseudo-sequence HLA-DPA10103-DPB10301. The binding affinity (normalized) is 0.626.